Dataset: Merck oncology drug combination screen with 23,052 pairs across 39 cell lines. Task: Regression. Given two drug SMILES strings and cell line genomic features, predict the synergy score measuring deviation from expected non-interaction effect. Drug 1: N.N.O=C(O)C1(C(=O)O)CCC1.[Pt]. Drug 2: Cc1nc(Nc2ncc(C(=O)Nc3c(C)cccc3Cl)s2)cc(N2CCN(CCO)CC2)n1. Cell line: ES2. Synergy scores: synergy=3.07.